From a dataset of Full USPTO retrosynthesis dataset with 1.9M reactions from patents (1976-2016). Predict the reactants needed to synthesize the given product. (1) Given the product [CH2:25]([O:24][C:20]1[CH:19]=[C:18]([C:10]2[C:11]3[C:16]([NH2:17])=[N:15][CH:14]=[N:13][C:12]=3[N:8]([C@H:5]3[CH2:4][CH2:3][C@@H:2]([NH:1][C:34]4[NH:38][CH2:37][CH2:36][N:35]=4)[CH2:7][CH2:6]3)[CH:9]=2)[CH:23]=[CH:22][CH:21]=1)[C:26]1[CH:27]=[CH:28][CH:29]=[CH:30][CH:31]=1, predict the reactants needed to synthesize it. The reactants are: [NH2:1][C@@H:2]1[CH2:7][CH2:6][C@H:5]([N:8]2[C:12]3[N:13]=[CH:14][N:15]=[C:16]([NH2:17])[C:11]=3[C:10]([C:18]3[CH:23]=[CH:22][CH:21]=[C:20]([O:24][CH2:25][C:26]4[CH:31]=[CH:30][CH:29]=[CH:28][CH:27]=4)[CH:19]=3)=[CH:9]2)[CH2:4][CH2:3]1.CS[C:34]1[NH:35][CH2:36][CH2:37][N:38]=1. (2) Given the product [OH:45][C:40]1[CH:39]=[C:38]2[C:43]([CH:44]=[C:35]([NH:16][C:17](=[O:34])[C:18]3[CH:23]=[CH:22][C:21]([O:24][CH3:25])=[C:20]([C:26]4[CH:31]=[CH:30][CH:29]=[C:28]([O:32][CH3:33])[CH:27]=4)[CH:19]=3)[CH:36]=[N:37]2)=[CH:42][CH:41]=1, predict the reactants needed to synthesize it. The reactants are: FC(F)(F)S(O)(=O)=O.COC1C=CC(C[N:16]([C:35]2[CH:36]=[N:37][C:38]3[C:43]([CH:44]=2)=[CH:42][CH:41]=[C:40]([O:45]CC2C=CC=CC=2)[CH:39]=3)[C:17](=[O:34])[C:18]2[CH:23]=[CH:22][C:21]([O:24][CH3:25])=[C:20]([C:26]3[CH:31]=[CH:30][CH:29]=[C:28]([O:32][CH3:33])[CH:27]=3)[CH:19]=2)=CC=1.C(O)(C(F)(F)F)=O. (3) Given the product [Cl:21][C:22]1[CH:27]=[CH:26][C:25]([S:28][CH:9]([C:3]2[CH:4]=[C:5]([F:8])[CH:6]=[CH:7][C:2]=2[F:1])[C:10]2[S:11][CH:12]=[CH:13][N:14]=2)=[CH:24][CH:23]=1, predict the reactants needed to synthesize it. The reactants are: [F:1][C:2]1[CH:7]=[CH:6][C:5]([F:8])=[CH:4][C:3]=1[CH:9](O)[C:10]1[S:11][CH:12]=[CH:13][N:14]=1.CN(C)C=O.[Cl:21][C:22]1[CH:27]=[CH:26][C:25]([SH:28])=[CH:24][CH:23]=1.C(=O)([O-])[O-].[K+].[K+].